Dataset: Full USPTO retrosynthesis dataset with 1.9M reactions from patents (1976-2016). Task: Predict the reactants needed to synthesize the given product. (1) The reactants are: [CH2:1]([O:8][C:9]1[CH:17]=[CH:16][C:12]([C:13]([OH:15])=O)=[CH:11][CH:10]=1)[C:2]1[CH:7]=[CH:6][CH:5]=[CH:4][CH:3]=1.[NH2:18][C:19]1[C:20](=[O:33])[N:21]([CH2:30][CH2:31][CH3:32])[C:22](=[O:29])[N:23]([CH2:26][CH2:27][CH3:28])[C:24]=1[NH2:25].CCN=C=NCCCN(C)C. Given the product [NH2:25][C:24]1[N:23]([CH2:26][CH2:27][CH3:28])[C:22](=[O:29])[N:21]([CH2:30][CH2:31][CH3:32])[C:20](=[O:33])[C:19]=1[NH:18][C:13](=[O:15])[C:12]1[CH:11]=[CH:10][C:9]([O:8][CH2:1][C:2]2[CH:3]=[CH:4][CH:5]=[CH:6][CH:7]=2)=[CH:17][CH:16]=1, predict the reactants needed to synthesize it. (2) Given the product [F:36][C:37]1[CH:38]=[C:39]([CH:57]=[CH:58][CH:59]=1)[CH2:40][N:41]1[C:45]([CH3:46])=[C:44]([C:2]2[C:10]3[C:5](=[N:6][CH:7]=[C:8]([C:11]4[C:12]([O:24][CH3:25])=[C:13]([NH:19][S:20]([CH3:23])(=[O:22])=[O:21])[C:14]([O:17][CH3:18])=[CH:15][CH:16]=4)[CH:9]=3)[N:4]([S:26]([C:29]3[CH:35]=[CH:34][C:32]([CH3:33])=[CH:31][CH:30]=3)(=[O:28])=[O:27])[CH:3]=2)[C:43]([CH3:56])=[N:42]1, predict the reactants needed to synthesize it. The reactants are: I[C:2]1[C:10]2[C:5](=[N:6][CH:7]=[C:8]([C:11]3[C:12]([O:24][CH3:25])=[C:13]([NH:19][S:20]([CH3:23])(=[O:22])=[O:21])[C:14]([O:17][CH3:18])=[CH:15][CH:16]=3)[CH:9]=2)[N:4]([S:26]([C:29]2[CH:35]=[CH:34][C:32]([CH3:33])=[CH:31][CH:30]=2)(=[O:28])=[O:27])[CH:3]=1.[F:36][C:37]1[CH:38]=[C:39]([CH:57]=[CH:58][CH:59]=1)[CH2:40][N:41]1[C:45]([CH3:46])=[C:44](B2OC(C)(C)C(C)(C)O2)[C:43]([CH3:56])=[N:42]1.C(=O)([O-])[O-].[Na+].[Na+]. (3) Given the product [CH:1]([CH:3]1[CH2:8][CH:7]2[CH2:9][CH:4]1[C:5]1[CH:6]2[CH2:14][CH2:13][CH2:12][CH:17]=1)=[CH2:2], predict the reactants needed to synthesize it. The reactants are: [CH:1]([CH:3]1[CH2:8][CH:7]2[CH2:9][CH:4]1[CH:5]=[CH:6]2)=[CH2:2].CO[C:12]1[CH:17]=CC(O)=[CH:14][CH:13]=1.